Dataset: Forward reaction prediction with 1.9M reactions from USPTO patents (1976-2016). Task: Predict the product of the given reaction. (1) Given the reactants [C:1]([O:5][C:6]([NH:8][C@@:9]1([CH2:24][F:25])[CH:13]([CH3:14])[C:12](=O)[N:11]([C@@H:16]([C:18]2[CH:23]=[CH:22][CH:21]=[CH:20][CH:19]=2)[CH3:17])[CH2:10]1)=[O:7])([CH3:4])([CH3:3])[CH3:2].B, predict the reaction product. The product is: [C:1]([O:5][C:6]([NH:8][C@@:9]1([CH2:24][F:25])[CH:13]([CH3:14])[CH2:12][N:11]([C@@H:16]([C:18]2[CH:19]=[CH:20][CH:21]=[CH:22][CH:23]=2)[CH3:17])[CH2:10]1)=[O:7])([CH3:2])([CH3:3])[CH3:4]. (2) Given the reactants [NH2:1][C:2]1[CH:3]=[C:4]2[C:9](=[CH:10][CH:11]=1)[N:8]=[C:7]([CH2:12][CH:13]([CH3:15])[CH3:14])[C:6]([CH2:16][NH:17][C:18](=[O:24])[O:19][C:20]([CH3:23])([CH3:22])[CH3:21])=[C:5]2[C:25]1[CH:30]=[CH:29][C:28]([CH3:31])=[CH:27][CH:26]=1.[CH3:32][S:33](Cl)(=[O:35])=[O:34].C(N(CC)CC)C.O, predict the reaction product. The product is: [CH2:12]([C:7]1[C:6]([CH2:16][NH:17][C:18](=[O:24])[O:19][C:20]([CH3:23])([CH3:21])[CH3:22])=[C:5]([C:25]2[CH:26]=[CH:27][C:28]([CH3:31])=[CH:29][CH:30]=2)[C:4]2[C:9](=[CH:10][CH:11]=[C:2]([NH:1][S:33]([CH3:32])(=[O:35])=[O:34])[CH:3]=2)[N:8]=1)[CH:13]([CH3:15])[CH3:14]. (3) Given the reactants [CH3:1][O:2][C:3]1[CH:8]=[CH:7][C:6]([C:9]2[C:10]3[O:17][C:16](/[CH:18]=[C:19]4/[C:20](=[O:25])[NH:21][C:22](=[S:24])[S:23]/4)=[CH:15][C:11]=3[CH:12]=[N:13][CH:14]=2)=[CH:5][CH:4]=1.IC.[CH:28](N(C(C)C)CC)(C)C, predict the reaction product. The product is: [CH3:1][O:2][C:3]1[CH:8]=[CH:7][C:6]([C:9]2[C:10]3[O:17][C:16](/[CH:18]=[C:19]4/[C:20](=[O:25])[N:21]=[C:22]([S:24][CH3:28])[S:23]/4)=[CH:15][C:11]=3[CH:12]=[N:13][CH:14]=2)=[CH:5][CH:4]=1. (4) The product is: [F:29][C:30]([F:43])([F:42])[S:31]([O:22][C:19]1[CH:18]=[C:17]([CH3:23])[C:16]([N:11]2[C:8]3=[N:9][C:10]4[C:2]([Cl:1])=[CH:3][CH:4]=[C:5]([CH:24]([CH2:25][CH3:26])[CH2:27][CH3:28])[C:6]=4[N:7]3[CH2:15][CH2:14][CH2:13][CH2:12]2)=[CH:21][N:20]=1)(=[O:33])=[O:32]. Given the reactants [Cl:1][C:2]1[C:10]2[N:9]=[C:8]3[N:11]([C:16]4[C:17]([CH3:23])=[CH:18][C:19](=[O:22])[NH:20][CH:21]=4)[CH2:12][CH2:13][CH2:14][CH2:15][N:7]3[C:6]=2[C:5]([CH:24]([CH2:27][CH3:28])[CH2:25][CH3:26])=[CH:4][CH:3]=1.[F:29][C:30]([F:43])([F:42])[S:31](O[S:31]([C:30]([F:43])([F:42])[F:29])(=[O:33])=[O:32])(=[O:33])=[O:32], predict the reaction product.